Dataset: Catalyst prediction with 721,799 reactions and 888 catalyst types from USPTO. Task: Predict which catalyst facilitates the given reaction. (1) Reactant: [Cl:1][C:2]([Cl:9])([Cl:8])[CH2:3][O:4][C:5](Cl)=[O:6].F[C:11](F)(F)[C:12]1([C:15]2[CH:16]=[C:17]([NH2:27])[N:18]([C:20]3[CH:25]=[CH:24][C:23]([CH3:26])=C[CH:21]=3)[N:19]=2)[CH2:14][CH2:13]1.[N:30]1C=CC=CC=1.C(=O)(O)[O-].[Na+]. Product: [Cl:1][C:2]([Cl:9])([Cl:8])[CH2:3][O:4][C:5](=[O:6])[NH:27][C:17]1[N:18]([C:20]2[CH:21]=[N:30][C:23]([CH3:26])=[CH:24][CH:25]=2)[N:19]=[C:15]([C:12]2([CH3:11])[CH2:13][CH2:14]2)[CH:16]=1. The catalyst class is: 266. (2) Reactant: Cl[C:2]1[CH:7]=[CH:6][CH:5]=[C:4]([CH3:8])[N:3]=1.[CH3:9][O:10][C:11]1[CH:16]=[CH:15][C:14](B2OC(C)(C)C(C)(C)O2)=[CH:13][C:12]=1[N+:26]([O-:28])=[O:27].P([O-])([O-])([O-])=O.[K+].[K+].[K+].COCCOC. Product: [CH3:9][O:10][C:11]1[CH:16]=[CH:15][C:14]([C:2]2[CH:7]=[CH:6][CH:5]=[C:4]([CH3:8])[N:3]=2)=[CH:13][C:12]=1[N+:26]([O-:28])=[O:27]. The catalyst class is: 6. (3) Reactant: [OH:1][C:2]1[N:6]([C:7]2[CH:12]=[C:11]([C:13]#[N:14])[CH:10]=[CH:9][N:8]=2)[N:5]=[C:4]([CH3:15])[CH:3]=1.C([O-])([O-])=O.[K+].[K+].[CH2:22](Br)[C:23]1[CH:28]=[CH:27][CH:26]=[CH:25][CH:24]=1.O. Product: [CH2:22]([O:1][C:2]1[N:6]([C:7]2[CH:12]=[C:11]([C:13]#[N:14])[CH:10]=[CH:9][N:8]=2)[N:5]=[C:4]([CH3:15])[CH:3]=1)[C:23]1[CH:28]=[CH:27][CH:26]=[CH:25][CH:24]=1. The catalyst class is: 3. (4) Reactant: [F:1][C:2]1[C:20](F)=[CH:19][C:5]2=[N:6][C:7]3[N:8]([CH3:18])[CH:9]=[C:10]([C:15]([OH:17])=[O:16])[C:11](=[O:14])[C:12]=3[CH:13]=[C:4]2[CH:3]=1.[CH3:22][NH:23][CH:24]1[CH2:29][CH2:28][CH2:27][CH2:26][CH2:25]1. Product: [CH:24]1([N:23]([CH3:22])[C:20]2[C:2]([F:1])=[CH:3][C:4]3[C:5]([CH:19]=2)=[N:6][C:7]2[N:8]([CH3:18])[CH:9]=[C:10]([C:15]([OH:17])=[O:16])[C:11](=[O:14])[C:12]=2[CH:13]=3)[CH2:29][CH2:28][CH2:27][CH2:26][CH2:25]1. The catalyst class is: 16. (5) Reactant: [F:1][C:2]1[CH:13]=[CH:12][C:5]([CH:6]=[C:7]([CH3:11])[C:8]([OH:10])=[O:9])=[CH:4][CH:3]=1. Product: [F:1][C:2]1[CH:3]=[CH:4][C:5]([CH2:6][CH:7]([CH3:11])[C:8]([OH:10])=[O:9])=[CH:12][CH:13]=1. The catalyst class is: 29. (6) Reactant: [OH-].[Na+].[CH:3]1[N:4]=[C:5]([C:12]([C:14]2[CH:15]=[CH:16][C:17]([NH:24][C:25](=[O:30])[NH:26][CH2:27][CH2:28][CH3:29])=[C:18]([CH:23]=2)[C:19]([O:21]C)=O)=[O:13])[N:6]2[CH:11]=[CH:10][CH:9]=[CH:8][C:7]=12. Product: [CH:3]1[N:4]=[C:5]([C:12]([C:14]2[CH:23]=[C:18]3[C:17](=[CH:16][CH:15]=2)[NH:24][C:25](=[O:30])[N:26]([CH2:27][CH2:28][CH3:29])[C:19]3=[O:21])=[O:13])[N:6]2[CH:11]=[CH:10][CH:9]=[CH:8][C:7]=12. The catalyst class is: 5. (7) Reactant: [F:1][C:2]([F:45])([F:44])[C:3]1[CH:4]=[C:5]([CH2:13][N:14]([C:38]2[N:39]=[N:40][N:41]([CH3:43])[N:42]=2)[C@@H:15]2[C:21]3[CH:22]=[C:23]([CH3:27])[CH:24]=[C:25]([CH3:26])[C:20]=3[N:19]([CH2:28][C@H:29]3[CH2:34][CH2:33][C@H:32]([C:35]([OH:37])=[O:36])[CH2:31][CH2:30]3)[CH2:18][CH2:17][CH2:16]2)[CH:6]=[C:7]([C:9]([F:12])([F:11])[F:10])[CH:8]=1. Product: [OH2:36].[F:12][C:9]([F:10])([F:11])[C:7]1[CH:6]=[C:5]([CH2:13][N:14]([C:38]2[N:39]=[N:40][N:41]([CH3:43])[N:42]=2)[C@@H:15]2[C:21]3[CH:22]=[C:23]([CH3:27])[CH:24]=[C:25]([CH3:26])[C:20]=3[N:19]([CH2:28][C@H:29]3[CH2:34][CH2:33][C@H:32]([C:35]([OH:37])=[O:36])[CH2:31][CH2:30]3)[CH2:18][CH2:17][CH2:16]2)[CH:4]=[C:3]([C:2]([F:1])([F:45])[F:44])[CH:8]=1. The catalyst class is: 6. (8) Reactant: [Cl:1][C:2]1[C:3]([NH:22][C:23](=[O:31])[CH2:24][CH:25]2[CH2:30][CH2:29][CH2:28][CH2:27][CH2:26]2)=[C:4]2[C:9](=[CH:10][CH:11]=1)[N:8]=[C:7]([N:12]1[CH2:16][CH2:15][C@@H:14](OS(C)(=O)=O)[CH2:13]1)[CH:6]=[CH:5]2.[CH3:32][NH2:33]. Product: [Cl:1][C:2]1[C:3]([NH:22][C:23](=[O:31])[CH2:24][CH:25]2[CH2:30][CH2:29][CH2:28][CH2:27][CH2:26]2)=[C:4]2[C:9](=[CH:10][CH:11]=1)[N:8]=[C:7]([N:12]1[CH2:16][CH2:15][C@H:14]([NH:33][CH3:32])[CH2:13]1)[CH:6]=[CH:5]2. The catalyst class is: 8.